Dataset: Forward reaction prediction with 1.9M reactions from USPTO patents (1976-2016). Task: Predict the product of the given reaction. (1) Given the reactants [H-].[Na+].[CH:3]1([C:6]2[C:7]([CH:16]([C:19]3[CH:24]=[C:23]([CH3:25])[CH:22]=[C:21](C)[CH:20]=3)C#N)=[N:8][C:9]([O:14][CH3:15])=[N:10][C:11]=2[O:12][CH3:13])[CH2:5][CH2:4]1.[O:27]=O.C(OCC)(=O)C.[CH3:35][N:36](C=O)C, predict the reaction product. The product is: [CH:3]1([C:6]2[C:7]([C:16]([C:19]3[CH:20]=[C:21]([CH:22]=[C:23]([CH3:25])[CH:24]=3)[C:35]#[N:36])=[O:27])=[N:8][C:9]([O:14][CH3:15])=[N:10][C:11]=2[O:12][CH3:13])[CH2:5][CH2:4]1. (2) Given the reactants [C:1]([CH:5]1[CH2:10][CH2:9][CH:8]([C:11]([OH:13])=[O:12])[CH2:7][CH2:6]1)([CH3:4])([CH3:3])[CH3:2].[C:14](Cl)(=O)C(Cl)=O.CN(C)C=O, predict the reaction product. The product is: [C:1]([CH:5]1[CH2:10][CH2:9][CH:8]([C:11]([O:13][CH3:14])=[O:12])[CH2:7][CH2:6]1)([CH3:4])([CH3:2])[CH3:3]. (3) Given the reactants [CH2:1]([O:3][C:4](=[O:14])[CH:5]([C:7]1[CH:12]=[CH:11][C:10]([NH2:13])=[CH:9][CH:8]=1)[CH3:6])[CH3:2].OOS([O-])=O.[K+].[Na+].[Br-:22].[O-]S([O-])(=S)=O.[Na+].[Na+], predict the reaction product. The product is: [CH2:1]([O:3][C:4](=[O:14])[CH:5]([C:7]1[CH:8]=[CH:9][C:10]([NH2:13])=[C:11]([Br:22])[CH:12]=1)[CH3:6])[CH3:2]. (4) The product is: [OH:9][CH2:8][C:7]1[CH:11]=[CH:12][N:13]=[C:5]([NH:4][C:1](=[O:3])[CH3:2])[CH:6]=1. Given the reactants [C:1]([NH:4][C:5]1[CH:6]=[C:7]([CH:11]=[CH:12][N:13]=1)[C:8](O)=[O:9])(=[O:3])[CH3:2].CN1CCOCC1.ClC(OCC)=O.[BH4-].[Na+], predict the reaction product. (5) Given the reactants [N:1]1([S:5]([NH2:8])(=[O:7])=[O:6])[CH2:4][CH2:3][CH2:2]1.C1(P(C2CCCCC2)C2C=CC=CC=2C2C(C(C)C)=CC(C(C)C)=CC=2C(C)C)CCCCC1.C(=O)([O-])[O-].[Cs+].[Cs+].Cl[C:50]1[N:55]=[C:54]([S:56][CH2:57][C:58]2[CH:63]=[CH:62][CH:61]=[C:60]([F:64])[C:59]=2[F:65])[N:53]=[C:52]([O:66][C@@H:67]([CH3:71])[C@@H:68]([OH:70])[CH3:69])[CH:51]=1, predict the reaction product. The product is: [F:65][C:59]1[C:60]([F:64])=[CH:61][CH:62]=[CH:63][C:58]=1[CH2:57][S:56][C:54]1[N:55]=[C:50]([NH:8][S:5]([N:1]2[CH2:4][CH2:3][CH2:2]2)(=[O:7])=[O:6])[CH:51]=[C:52]([O:66][C@@H:67]([CH3:71])[C@@H:68]([OH:70])[CH3:69])[N:53]=1. (6) The product is: [Cl:1][C:2]1[CH:21]=[CH:20][C:5]([NH:6][C:7]2[C:16]3[C:11](=[CH:12][C:13]([O:19][CH2:25][CH2:26][O:27][C:28]4[CH:33]=[CH:32][N:31]=[CH:30][CH:29]=4)=[C:14]([O:17][CH3:18])[CH:15]=3)[N:10]=[CH:9][N:8]=2)=[C:4]([F:22])[CH:3]=1. Given the reactants [Cl:1][C:2]1[CH:21]=[CH:20][C:5]([NH:6][C:7]2[C:16]3[C:11](=[CH:12][C:13]([OH:19])=[C:14]([O:17][CH3:18])[CH:15]=3)[N:10]=[CH:9][N:8]=2)=[C:4]([F:22])[CH:3]=1.Cl.Cl[CH2:25][CH2:26][O:27][C:28]1[CH:33]=[CH:32][N:31]=[CH:30][CH:29]=1.C(=O)([O-])[O-].[K+].[K+], predict the reaction product. (7) Given the reactants [C:1]([O:5][C:6](=[O:9])[NH:7][NH2:8])([CH3:4])([CH3:3])[CH3:2].[CH3:10][N:11]([CH3:20])[C:12]1[CH:19]=[CH:18][C:15]([CH:16]=O)=[CH:14][CH:13]=1, predict the reaction product. The product is: [C:1]([O:5][C:6]([NH:7][NH:8][CH2:16][C:15]1[CH:18]=[CH:19][C:12]([N:11]([CH3:20])[CH3:10])=[CH:13][CH:14]=1)=[O:9])([CH3:4])([CH3:3])[CH3:2].